From a dataset of Retrosynthesis with 50K atom-mapped reactions and 10 reaction types from USPTO. Predict the reactants needed to synthesize the given product. (1) The reactants are: C[C@H](O)C(=O)N1CCN(Cc2ccccc2)CC1. Given the product O=C(O)C(=O)O, predict the reactants needed to synthesize it. (2) Given the product Cc1cc(-c2cc(F)cc(F)c2)cc(CNc2c(F)ccc(O)c2F)c1C, predict the reactants needed to synthesize it. The reactants are: Cc1cc(-c2cc(F)cc(F)c2)cc(C(=O)Nc2c(F)ccc(O)c2F)c1C. (3) Given the product CCOc1ccc(O)c(F)c1, predict the reactants needed to synthesize it. The reactants are: CCOc1ccc(OCc2ccccc2)c(F)c1. (4) Given the product COCCNC(=O)c1cc2c(Oc3ccc4[nH]ccc4c3)ccnc2cc1OC, predict the reactants needed to synthesize it. The reactants are: COCCN.COc1cc2nccc(Oc3ccc4[nH]ccc4c3)c2cc1C(=O)O. (5) Given the product O=C(O)c1cn(Cc2ccccc2)c2nc(N3CCNCC3)ncc2c1=O, predict the reactants needed to synthesize it. The reactants are: CCOC(=O)c1cn(Cc2ccccc2)c2nc(N3CCNCC3)ncc2c1=O. (6) Given the product CC(C)(C)OC(=O)N1CC=C(c2ccc(C#N)cc2)CC1, predict the reactants needed to synthesize it. The reactants are: CC(C)(C)OC(=O)N1CC=C(B2OC(C)(C)C(C)(C)O2)CC1.N#Cc1ccc(Br)cc1. (7) Given the product C[C@@H]1CN(c2ncnc3[nH]c(-c4ccc(F)cc4)cc23)CCN1, predict the reactants needed to synthesize it. The reactants are: C[C@@H]1CN(c2ncnc3[nH]c(-c4ccc(F)cc4)cc23)CCN1C(=O)OC(C)(C)C. (8) Given the product CCOC(=O)c1cccc(/C(=C/CCc2ccc(C(C)(C)C)c(C34CC5CC(CC(C5)C3)C4)c2O[SiH](C)C)CO)c1, predict the reactants needed to synthesize it. The reactants are: CCOC(=O)c1cccc(/C(=C/CCc2ccc(C(C)(C)C)c(C34CC5CC(CC(C5)C3)C4)c2O[SiH](C)C)CO[Si](C)(C)C(C)(C)C)c1.